This data is from Reaction yield outcomes from USPTO patents with 853,638 reactions. The task is: Predict the reaction yield, written as a fraction of the theoretical maximum amount of product (1.0 means a 100% yield; for example, 0.34 means a 34% yield). (1) The reactants are [C:1]([C:3]1[CH:8]=[CH:7][CH:6]=[CH:5][C:4]=1[O:9][CH2:10][C:11]1[CH:16]=[CH:15][C:14]([O:17][CH3:18])=[CH:13][CH:12]=1)#[CH:2].[N+:19]([CH:22](C(OCC)=O)[C:23]([O:25][CH2:26][CH3:27])=[O:24])([O-])=[O:20]. The catalyst is C1(C)C=C(C)C=C(C)C=1. The product is [CH3:18][O:17][C:14]1[CH:13]=[CH:12][C:11]([CH2:10][O:9][C:4]2[CH:5]=[CH:6][CH:7]=[CH:8][C:3]=2[C:1]2[O:20][N:19]=[C:22]([C:23]([O:25][CH2:26][CH3:27])=[O:24])[CH:2]=2)=[CH:16][CH:15]=1. The yield is 0.870. (2) The reactants are [OH-].[Na+].[NH2:3][CH:4]([C:6]([OH:8])=[O:7])[CH3:5].[C:9](Cl)(=[O:16])[C:10]1[CH:15]=[CH:14][CH:13]=[CH:12][CH:11]=1.Cl. The catalyst is O. The product is [C:9]([NH:3][C@H:4]([C:6]([OH:8])=[O:7])[CH3:5])(=[O:16])[C:10]1[CH:15]=[CH:14][CH:13]=[CH:12][CH:11]=1. The yield is 0.904. (3) The reactants are C(OC([NH:8][C:9]1[CH:14]=[CH:13][C:12]([C:15]([CH3:18])([CH3:17])[CH3:16])=[C:11]([NH:19][C:20]([C:22]2[C:31](=[O:32])[C:30]3[C:25](=[CH:26][CH:27]=[CH:28][CH:29]=3)[NH:24][CH:23]=2)=[O:21])[CH:10]=1)=O)(C)(C)C.C(O)(C(F)(F)F)=O. The catalyst is C(Cl)Cl. The product is [NH2:8][C:9]1[CH:14]=[CH:13][C:12]([C:15]([CH3:18])([CH3:17])[CH3:16])=[C:11]([NH:19][C:20]([C:22]2[C:31](=[O:32])[C:30]3[C:25](=[CH:26][CH:27]=[CH:28][CH:29]=3)[NH:24][CH:23]=2)=[O:21])[CH:10]=1. The yield is 0.560. (4) The reactants are Cl.Cl.[NH2:3][CH2:4][CH2:5][S:6][S:7][CH2:8][CH2:9][NH2:10].C(N(CC)CC)C.[CH3:18][C:19]([O:22][C:23](O[C:23]([O:22][C:19]([CH3:21])([CH3:20])[CH3:18])=[O:24])=[O:24])([CH3:21])[CH3:20]. The catalyst is CO. The product is [NH2:3][CH2:4][CH2:5][S:6][S:7][CH2:8][CH2:9][NH:10][C:23](=[O:24])[O:22][C:19]([CH3:21])([CH3:20])[CH3:18]. The yield is 0.440. (5) The reactants are [CH2:1]([N:8]1[CH:12]=[C:11]([CH:13]=O)[C:10]([O:15][CH2:16][C:17]2[CH:22]=[CH:21][C:20]([O:23][CH2:24][C:25]3[N:26]=[C:27]([C:31]4[O:32][CH:33]=[CH:34][CH:35]=4)[O:28][C:29]=3[CH3:30])=[C:19]([O:36][CH3:37])[CH:18]=2)=[N:9]1)[C:2]1[CH:7]=[CH:6][CH:5]=[CH:4][CH:3]=1.C(OP([CH2:46][C:47]([O:49][CH2:50][CH3:51])=[O:48])(OCC)=O)C.CN(C)C=O.[H-].[Na+]. The catalyst is O. The product is [CH2:1]([N:8]1[CH:12]=[C:11](/[CH:13]=[CH:46]/[C:47]([O:49][CH2:50][CH3:51])=[O:48])[C:10]([O:15][CH2:16][C:17]2[CH:22]=[CH:21][C:20]([O:23][CH2:24][C:25]3[N:26]=[C:27]([C:31]4[O:32][CH:33]=[CH:34][CH:35]=4)[O:28][C:29]=3[CH3:30])=[C:19]([O:36][CH3:37])[CH:18]=2)=[N:9]1)[C:2]1[CH:3]=[CH:4][CH:5]=[CH:6][CH:7]=1. The yield is 0.880. (6) The reactants are [NH2:1][C:2]1[C:3]([OH:13])=[C:4]([S:9]([NH2:12])(=[O:11])=[O:10])[C:5]([Cl:8])=[CH:6][CH:7]=1.N(C([C:19]1[N:23]([C:24]2[CH:29]=[CH:28][CH:27]=[CH:26][CH:25]=2)[N:22]=[N:21][CH:20]=1)=O)=[N+]=[N-].C[N:31](C)[CH:32]=[O:33]. No catalyst specified. The product is [NH2:12][S:9]([C:4]1[C:3]([OH:13])=[C:2]([NH:1][C:32]([NH:31][C:19]2[N:23]([C:24]3[CH:25]=[CH:26][CH:27]=[CH:28][CH:29]=3)[N:22]=[N:21][CH:20]=2)=[O:33])[CH:7]=[CH:6][C:5]=1[Cl:8])(=[O:11])=[O:10]. The yield is 0.0140. (7) The reactants are Br[C:2]1[C:3]([CH3:13])=[C:4]2[C:9](=[C:10]([F:12])[CH:11]=1)[O:8][CH2:7][CH2:6][CH2:5]2.[B:14]1([B:14]2[O:18][C:17]([CH3:20])([CH3:19])[C:16]([CH3:22])([CH3:21])[O:15]2)[O:18][C:17]([CH3:20])([CH3:19])[C:16]([CH3:22])([CH3:21])[O:15]1.C([O-])(=O)C.[K+]. The catalyst is CN(C=O)C.C1C=CC(P(C2C=CC=CC=2)[C-]2C=CC=C2)=CC=1.C1C=CC(P(C2C=CC=CC=2)[C-]2C=CC=C2)=CC=1.Cl[Pd]Cl.[Fe+2]. The product is [F:12][C:10]1[CH:11]=[C:2]([B:14]2[O:18][C:17]([CH3:20])([CH3:19])[C:16]([CH3:22])([CH3:21])[O:15]2)[C:3]([CH3:13])=[C:4]2[C:9]=1[O:8][CH2:7][CH2:6][CH2:5]2. The yield is 0.910. (8) The reactants are [C:1]([N:5]1[CH:9]=[C:8]([NH:10][C:11]([NH:13][C:14]2[CH:19]=[C:18]([C:20]3[C:31](=[O:32])[N:30]([CH3:33])[C:23]4[N:24]=[C:25](NC)[N:26]=[CH:27][C:22]=4[CH:21]=3)[C:17]([CH3:34])=[CH:16][C:15]=2[F:35])=[O:12])[CH:7]=[N:6]1)([CH3:4])([CH3:3])[CH3:2].[C:36]1([C@H:42]([NH2:44])[CH3:43])[CH:41]=[CH:40][CH:39]=[CH:38][CH:37]=1. The catalyst is C1COCC1. The product is [C:1]([N:5]1[CH:9]=[C:8]([NH:10][C:11]([NH:13][C:14]2[CH:19]=[C:18]([C:20]3[C:31](=[O:32])[N:30]([CH3:33])[C:23]4[N:24]=[C:25]([NH:44][C@@H:42]([C:36]5[CH:41]=[CH:40][CH:39]=[CH:38][CH:37]=5)[CH3:43])[N:26]=[CH:27][C:22]=4[CH:21]=3)[C:17]([CH3:34])=[CH:16][C:15]=2[F:35])=[O:12])[CH:7]=[N:6]1)([CH3:4])([CH3:3])[CH3:2]. The yield is 0.530. (9) The reactants are [CH3:1][C:2]1[C:6]([CH2:7][N:8]2[CH:12]=[C:11]([N:13]3[C:17](=[O:18])[C:16]([CH3:20])([CH3:19])[NH:15][C:14]3=[O:21])[CH:10]=[N:9]2)=[C:5]([CH3:22])[O:4][N:3]=1.Br[CH2:24][C:25]1[CH:30]=[CH:29][CH:28]=[CH:27][C:26]=1[O:31][CH3:32]. No catalyst specified. The product is [CH3:1][C:2]1[C:6]([CH2:7][N:8]2[CH:12]=[C:11]([N:13]3[C:17](=[O:18])[C:16]([CH3:19])([CH3:20])[N:15]([CH2:24][C:25]4[CH:30]=[CH:29][CH:28]=[CH:27][C:26]=4[O:31][CH3:32])[C:14]3=[O:21])[CH:10]=[N:9]2)=[C:5]([CH3:22])[O:4][N:3]=1. The yield is 0.530. (10) The reactants are [Li]CCCC.CCCCCC.[CH3:12][C:13]1[CH2:14][C:15]2[C:20]([CH:21]=1)=[C:19]([CH3:22])[CH:18]=[C:17]([CH3:23])[CH:16]=2.[Si:24]([CH3:28])([CH3:27])(Cl)[Cl:25].[Li]. The catalyst is CCOCC.C1COCC1. The product is [Cl:25][Si:24]([CH:14]1[C:15]2[C:20](=[C:19]([CH3:22])[CH:18]=[C:17]([CH3:23])[CH:16]=2)[CH:21]=[C:13]1[CH3:12])([CH3:28])[CH3:27]. The yield is 0.975.